From a dataset of Peptide-MHC class I binding affinity with 185,985 pairs from IEDB/IMGT. Regression. Given a peptide amino acid sequence and an MHC pseudo amino acid sequence, predict their binding affinity value. This is MHC class I binding data. (1) The MHC is Mamu-B8301 with pseudo-sequence Mamu-B8301. The binding affinity (normalized) is 0.374. The peptide sequence is VVEAMNHHLK. (2) The peptide sequence is ARKLLLDNL. The binding affinity (normalized) is 0.182. The MHC is Mamu-B03 with pseudo-sequence Mamu-B03. (3) The peptide sequence is VPPTNSINK. The MHC is HLA-A31:01 with pseudo-sequence HLA-A31:01. The binding affinity (normalized) is 0.0847. (4) The peptide sequence is STLNFNNLR. The MHC is HLA-A33:01 with pseudo-sequence HLA-A33:01. The binding affinity (normalized) is 0.784.